From a dataset of Forward reaction prediction with 1.9M reactions from USPTO patents (1976-2016). Predict the product of the given reaction. (1) Given the reactants [Br:1][C:2]1[CH:11]=[CH:10][CH:9]=[C:8]2[C:3]=1[CH:4]=[CH:5][N:6]=[CH:7]2.ClCCl.C[Si]([C:19]#[N:20])(C)C.[C:21](Cl)(=[O:28])[C:22]1[CH:27]=[CH:26][CH:25]=[CH:24][CH:23]=1, predict the reaction product. The product is: [Br:1][C:2]1[CH:11]=[CH:10][CH:9]=[C:8]2[C:3]=1[CH:4]=[CH:5][N:6]([C:21]([C:22]1[CH:27]=[CH:26][CH:25]=[CH:24][CH:23]=1)=[O:28])[CH:7]2[C:19]#[N:20]. (2) Given the reactants [CH2:1]([O:3][C:4](=[O:28])[CH2:5][NH:6][C:7]1[CH:12]=[C:11]([Cl:13])[C:10]([O:14][C:15]2[CH:20]=[CH:19][C:18]([O:21][CH3:22])=[C:17]([CH:23]([CH2:25][CH3:26])[CH3:24])[CH:16]=2)=[C:9]([Cl:27])[CH:8]=1)[CH3:2].Cl[C:30]([O:32][CH2:33][CH3:34])=[O:31], predict the reaction product. The product is: [CH2:1]([O:3][C:4](=[O:28])[CH2:5][N:6]([C:7]1[CH:12]=[C:11]([Cl:13])[C:10]([O:14][C:15]2[CH:20]=[CH:19][C:18]([O:21][CH3:22])=[C:17]([CH:23]([CH2:25][CH3:26])[CH3:24])[CH:16]=2)=[C:9]([Cl:27])[CH:8]=1)[C:30]([O:32][CH2:33][CH3:34])=[O:31])[CH3:2]. (3) Given the reactants [N:1]1([C:10]2[N:18]=[C:17]([Cl:19])[N:16]=[C:15]3[C:11]=2[N:12]=[CH:13][NH:14]3)[C:5]2[CH:6]=[CH:7][CH:8]=[CH:9][C:4]=2[N:3]=[CH:2]1.[NH2:20][C@@H:21]1[CH2:26][CH2:25][CH2:24][CH2:23][C@@H:22]1[NH2:27], predict the reaction product. The product is: [ClH:19].[ClH:19].[N:1]1([C:10]2[N:18]=[C:17]([NH:20][C@@H:21]3[CH2:26][CH2:25][CH2:24][CH2:23][C@@H:22]3[NH2:27])[N:16]=[C:15]3[C:11]=2[N:12]=[CH:13][NH:14]3)[C:5]2[CH:6]=[CH:7][CH:8]=[CH:9][C:4]=2[N:3]=[CH:2]1. (4) Given the reactants [O:1]1[C:5]2[CH:6]=[CH:7][CH:8]=[CH:9][C:4]=2[CH2:3][CH2:2]1.[Cl-].[Al+3].[Cl-].[Cl-].[Cl:14][CH2:15][CH2:16][CH2:17][CH2:18][C:19](Cl)=[O:20], predict the reaction product. The product is: [Cl:14][CH2:15][CH2:16][CH2:17][CH2:18][C:19]([C:8]1[CH:7]=[CH:6][C:5]2[O:1][CH2:2][CH2:3][C:4]=2[CH:9]=1)=[O:20]. (5) Given the reactants [Cl:1][C:2]1[N:3]=[CH:4][C:5]2[N:10]=[C:9]([C:11]3[CH:16]=[C:15]([CH3:17])[C:14]([OH:18])=[C:13]([CH3:19])[CH:12]=3)[O:8][C:6]=2[N:7]=1.Br[CH2:21][C:22]([O:24][C:25]([CH3:28])([CH3:27])[CH3:26])=[O:23].C(=O)([O-])[O-].[K+].[K+], predict the reaction product. The product is: [C:25]([O:24][C:22](=[O:23])[CH2:21][O:18][C:14]1[C:13]([CH3:19])=[CH:12][C:11]([C:9]2[O:8][C:6]3[N:7]=[C:2]([Cl:1])[N:3]=[CH:4][C:5]=3[N:10]=2)=[CH:16][C:15]=1[CH3:17])([CH3:28])([CH3:27])[CH3:26]. (6) Given the reactants [F:1][C:2]1[CH:7]=[CH:6][C:5]([CH2:8][CH:9]2[CH2:14][CH2:13][N:12]([C:15]([C:17]3[C:22]([C:23]4[CH:30]=[CH:29][C:26]([CH:27]=O)=[CH:25][CH:24]=4)=[CH:21][CH:20]=[CH:19][N:18]=3)=[O:16])[CH2:11][CH2:10]2)=[CH:4][CH:3]=1.[CH3:31][C@@H:32]1[CH2:37][NH:36][CH2:35][C@H:34]([CH3:38])[NH:33]1.C(O[BH-](OC(=O)C)OC(=O)C)(=O)C.[Na+], predict the reaction product. The product is: [CH3:31][C@H:32]1[NH:33][C@@H:34]([CH3:38])[CH2:35][N:36]([CH2:27][C:26]2[CH:29]=[CH:30][C:23]([C:22]3[C:17]([C:15]([N:12]4[CH2:13][CH2:14][CH:9]([CH2:8][C:5]5[CH:6]=[CH:7][C:2]([F:1])=[CH:3][CH:4]=5)[CH2:10][CH2:11]4)=[O:16])=[N:18][CH:19]=[CH:20][CH:21]=3)=[CH:24][CH:25]=2)[CH2:37]1. (7) Given the reactants Br[C:2]1[CH:7]=[CH:6][C:5]([O:8][C:9]2[CH:14]=[CH:13][C:12]([O:15][CH3:16])=[CH:11][CH:10]=2)=[CH:4][CH:3]=1.C([Li])CCC.[B:22](OC(C)C)([O:27]C(C)C)[O:23]C(C)C, predict the reaction product. The product is: [CH3:16][O:15][C:12]1[CH:13]=[CH:14][C:9]([O:8][C:5]2[CH:6]=[CH:7][C:2]([B:22]([OH:27])[OH:23])=[CH:3][CH:4]=2)=[CH:10][CH:11]=1.